Predict the reaction yield, written as a fraction of the theoretical maximum amount of product (1.0 means a 100% yield; for example, 0.34 means a 34% yield). From a dataset of Reaction yield outcomes from USPTO patents with 853,638 reactions. (1) The reactants are [CH:1]1([C:4]2[C:13]3[C:8](=[CH:9][CH:10]=[CH:11][CH:12]=3)[CH:7]=[N:6][C:5]=2[N:14]([CH2:29][C:30]2[CH:35]=[CH:34][C:33]([O:36][C:37]([F:40])([F:39])[F:38])=[CH:32][CH:31]=2)[S:15]([C:18]2[CH:27]=[CH:26][C:21]([C:22]([O:24]C)=O)=[C:20](F)[CH:19]=2)(=[O:17])=[O:16])[CH2:3][CH2:2]1.O.[NH2:42][NH2:43].C(OCC)(=O)C. The catalyst is C(O)C. The product is [CH:1]1([C:4]2[C:13]3[C:8](=[CH:9][CH:10]=[CH:11][CH:12]=3)[CH:7]=[N:6][C:5]=2[N:14]([CH2:29][C:30]2[CH:31]=[CH:32][C:33]([O:36][C:37]([F:40])([F:38])[F:39])=[CH:34][CH:35]=2)[S:15]([C:18]2[CH:19]=[C:20]3[C:21]([C:22](=[O:24])[NH:42][NH:43]3)=[CH:26][CH:27]=2)(=[O:16])=[O:17])[CH2:3][CH2:2]1. The yield is 0.720. (2) The reactants are [CH3:1][C:2]1[S:6][C:5]([C:7]2[CH:8]=[N:9][NH:10][C:11]=2[NH2:12])=[N:4][CH:3]=1.[Cl:13][C:14]1[CH:19]=[CH:18][C:17]([C:20](=O)[CH2:21][C:22](OCC)=[O:23])=[CH:16][C:15]=1[O:28][CH3:29].CC1C=CC(S(O)(=O)=O)=CC=1. The catalyst is CCCCO. The product is [Cl:13][C:14]1[CH:19]=[CH:18][C:17]([C:20]2[NH:12][C:11]3[N:10]([N:9]=[CH:8][C:7]=3[C:5]3[S:6][C:2]([CH3:1])=[CH:3][N:4]=3)[C:22](=[O:23])[CH:21]=2)=[CH:16][C:15]=1[O:28][CH3:29]. The yield is 0.180. (3) The yield is 0.990. The product is [F:30][C:29]([F:32])([F:31])[C:27]([OH:33])=[O:28].[NH2:8][C:9]1[CH:14]=[CH:13][C:12]([N:15]2[C:24](=[O:25])[C:23]3[C:18](=[CH:19][CH:20]=[CH:21][CH:22]=3)[NH:17][C:16]2=[O:26])=[CH:11][CH:10]=1. The catalyst is C(Cl)Cl. The reactants are C(OC([NH:8][C:9]1[CH:14]=[CH:13][C:12]([N:15]2[C:24](=[O:25])[C:23]3[C:18](=[CH:19][CH:20]=[CH:21][CH:22]=3)[NH:17][C:16]2=[O:26])=[CH:11][CH:10]=1)=O)(C)(C)C.[C:27]([OH:33])([C:29]([F:32])([F:31])[F:30])=[O:28]. (4) The reactants are [Cl:1][C:2]1[CH:7]=[C:6]([Cl:8])[CH:5]=[CH:4][C:3]=1[CH2:9][CH2:10][NH:11][C:12]1[N:17]=[C:16]([O:18][CH3:19])[N:15]=[C:14]([C:20]2[CH:21]=[C:22]([CH:26]=[CH:27][CH:28]=2)[C:23](O)=[O:24])[CH:13]=1.C(N(C(C)C)CC)(C)C.Cl.[CH2:39]([O:41][C:42](=[O:45])[CH2:43][NH2:44])[CH3:40].O. The product is [CH2:39]([O:41][C:42](=[O:45])[CH2:43][NH:44][C:23](=[O:24])[C:22]1[CH:26]=[CH:27][CH:28]=[C:20]([C:14]2[CH:13]=[C:12]([NH:11][CH2:10][CH2:9][C:3]3[CH:4]=[CH:5][C:6]([Cl:8])=[CH:7][C:2]=3[Cl:1])[N:17]=[C:16]([O:18][CH3:19])[N:15]=2)[CH:21]=1)[CH3:40]. The catalyst is CN(C)C=O. The yield is 0.790. (5) The reactants are CC(C[AlH]CC(C)C)C.C(=O)=O.C([O:15][C:16]([C:18]1([CH3:31])[CH2:23][CH2:22][CH2:21][N:20]([C:24]([O:26][C:27]([CH3:30])([CH3:29])[CH3:28])=[O:25])[CH2:19]1)=O)C.OS([O-])(=O)=O.[K+]. The catalyst is C1COCC1. The product is [C:27]([O:26][C:24]([N:20]1[CH2:21][CH2:22][CH2:23][C:18]([CH2:16][OH:15])([CH3:31])[CH2:19]1)=[O:25])([CH3:30])([CH3:29])[CH3:28]. The yield is 0.730.